Dataset: Buchwald-Hartwig C-N cross coupling reaction yields with 55,370 reactions. Task: Predict the reaction yield, written as a fraction of the theoretical maximum amount of product (1.0 means a 100% yield; for example, 0.34 means a 34% yield). (1) No catalyst specified. The product is Cc1ccc(Nc2ccccn2)cc1. The yield is 0.344. The reactants are Ic1ccccn1.Cc1ccc(N)cc1.O=S(=O)(O[Pd]1c2ccccc2-c2ccccc2N~1)C(F)(F)F.CC(C)c1cc(C(C)C)c(-c2ccccc2P(C2CCCCC2)C2CCCCC2)c(C(C)C)c1.CN1CCCN2CCCN=C12.c1ccc(-c2cnoc2)cc1. (2) The reactants are Ic1ccccn1.Cc1ccc(N)cc1.O=S(=O)(O[Pd]1c2ccccc2-c2ccccc2N~1)C(F)(F)F.CC(C)c1cc(C(C)C)c(-c2ccccc2P(C(C)(C)C)C(C)(C)C)c(C(C)C)c1.CN(C)C(=NC(C)(C)C)N(C)C.CCOC(=O)c1cc(C)on1. No catalyst specified. The product is Cc1ccc(Nc2ccccn2)cc1. The yield is 0.862. (3) The reactants are Brc1cccnc1.Cc1ccc(N)cc1.O=S(=O)(O[Pd]1c2ccccc2-c2ccccc2N~1)C(F)(F)F.CC(C)c1cc(C(C)C)c(-c2ccccc2P(C(C)(C)C)C(C)(C)C)c(C(C)C)c1.CCN=P(N=P(N(C)C)(N(C)C)N(C)C)(N(C)C)N(C)C.Cc1cc(C)on1. No catalyst specified. The product is Cc1ccc(Nc2cccnc2)cc1. The yield is 0.754. (4) No catalyst specified. The reactants are FC(F)(F)c1ccc(Br)cc1.Cc1ccc(N)cc1.O=S(=O)(O[Pd]1c2ccccc2-c2ccccc2N~1)C(F)(F)F.COc1ccc(OC)c(P([C@]23C[C@H]4C[C@H](C[C@H](C4)C2)C3)[C@]23C[C@H]4C[C@H](C[C@H](C4)C2)C3)c1-c1c(C(C)C)cc(C(C)C)cc1C(C)C.CCN=P(N=P(N(C)C)(N(C)C)N(C)C)(N(C)C)N(C)C.CCOC(=O)c1cnoc1. The yield is 0.0297. The product is Cc1ccc(Nc2ccc(C(F)(F)F)cc2)cc1. (5) The reactants are COc1ccc(Cl)cc1.Cc1ccc(N)cc1.O=S(=O)(O[Pd]1c2ccccc2-c2ccccc2N~1)C(F)(F)F.COc1ccc(OC)c(P(C(C)(C)C)C(C)(C)C)c1-c1c(C(C)C)cc(C(C)C)cc1C(C)C.CCN=P(N=P(N(C)C)(N(C)C)N(C)C)(N(C)C)N(C)C.COC(=O)c1cc(-c2cccs2)on1. No catalyst specified. The product is COc1ccc(Nc2ccc(C)cc2)cc1. The yield is 0. (6) The reactants are COc1ccc(Br)cc1.Cc1ccc(N)cc1.O=S(=O)(O[Pd]1c2ccccc2-c2ccccc2N~1)C(F)(F)F.COc1ccc(OC)c(P([C@]23C[C@H]4C[C@H](C[C@H](C4)C2)C3)[C@]23C[C@H]4C[C@H](C[C@H](C4)C2)C3)c1-c1c(C(C)C)cc(C(C)C)cc1C(C)C.CCN=P(N=P(N(C)C)(N(C)C)N(C)C)(N(C)C)N(C)C.CCOC(=O)c1cc(OC)no1. No catalyst specified. The product is COc1ccc(Nc2ccc(C)cc2)cc1. The yield is 0.425. (7) The reactants are Clc1cccnc1.Cc1ccc(N)cc1.O=S(=O)(O[Pd]1c2ccccc2-c2ccccc2N~1)C(F)(F)F.CC(C)c1cc(C(C)C)c(-c2ccccc2P(C2CCCCC2)C2CCCCC2)c(C(C)C)c1.CN(C)C(=NC(C)(C)C)N(C)C.Cc1ccno1. No catalyst specified. The product is Cc1ccc(Nc2cccnc2)cc1. The yield is 0.100. (8) The reactants are Ic1cccnc1.Cc1ccc(N)cc1.O=S(=O)(O[Pd]1c2ccccc2-c2ccccc2N~1)C(F)(F)F.CC(C)c1cc(C(C)C)c(-c2ccccc2P(C2CCCCC2)C2CCCCC2)c(C(C)C)c1.CN1CCCN2CCCN=C12.COC(=O)c1cc(-c2cccs2)on1. No catalyst specified. The product is Cc1ccc(Nc2cccnc2)cc1. The yield is 0.299.